This data is from Full USPTO retrosynthesis dataset with 1.9M reactions from patents (1976-2016). The task is: Predict the reactants needed to synthesize the given product. (1) Given the product [Br:33][C:34]1[CH:35]=[C:36]2[C:40](=[CH:41][CH:42]=1)[NH:39][N:38]=[C:37]2[C:43]([NH:45][CH2:46][CH:47]1[CH2:48][CH2:49][N:50]([CH2:54][C:55]2[O:59][C:58]([C:60]([O:62][CH2:63][CH3:64])=[O:61])=[CH:57][CH:56]=2)[CH2:51][CH2:52]1)=[O:44], predict the reactants needed to synthesize it. The reactants are: COC1C=C2C(=CC=1)NN=C2C(NCC1CCN(CC2SC=C(C(OC)=O)N=2)CC1)=O.Cl.[Br:33][C:34]1[CH:35]=[C:36]2[C:40](=[CH:41][CH:42]=1)[NH:39][N:38]=[C:37]2[C:43]([NH:45][CH2:46][CH:47]1[CH2:52][CH2:51][NH:50][CH2:49][CH2:48]1)=[O:44].Cl[CH2:54][C:55]1[O:59][C:58]([C:60]([O:62][CH2:63][CH3:64])=[O:61])=[CH:57][CH:56]=1. (2) The reactants are: [Br:1][C:2]1[C:3]([CH3:14])=[CH:4][C:5]([O:12][CH3:13])=[C:6]([CH:11]=1)[C:7]([O:9]C)=[O:8].[OH-].[Na+]. Given the product [Br:1][C:2]1[C:3]([CH3:14])=[CH:4][C:5]([O:12][CH3:13])=[C:6]([CH:11]=1)[C:7]([OH:9])=[O:8], predict the reactants needed to synthesize it. (3) Given the product [Br:1][C:2]1[CH:3]=[CH:4][C:5]([C:8]2([C:9]([OH:11])=[O:10])[CH2:17][CH2:18][CH2:13][CH2:14][CH2:15]2)=[CH:6][CH:7]=1, predict the reactants needed to synthesize it. The reactants are: [Br:1][C:2]1[CH:7]=[CH:6][C:5]([CH2:8][C:9]([OH:11])=[O:10])=[CH:4][CH:3]=1.Br[C:13]1[CH:18]=[CH:17]C(CC(OC2CCCCO2)=O)=[CH:15][CH:14]=1. (4) Given the product [F:1][C:2]1[CH:3]=[CH:4][C:5]([N:8]2[C:12]([CH2:13][CH:14]([CH3:15])[CH3:16])=[CH:11][C:10]([CH:17]=[O:18])=[N:9]2)=[CH:6][CH:7]=1, predict the reactants needed to synthesize it. The reactants are: [F:1][C:2]1[CH:7]=[CH:6][C:5]([N:8]2[C:12]([CH2:13][CH:14]([CH3:16])[CH3:15])=[CH:11][C:10]([C:17](OCC)=[O:18])=[N:9]2)=[CH:4][CH:3]=1.[H-].C([Al+]CC(C)C)C(C)C.Cl. (5) Given the product [C:14]1([NH:13][C:10]2[N:11]=[CH:12][N:8]([C:4]3[N:5]=[CH:6][N:7]=[C:2]([NH:20][CH:21]4[CH2:26][CH2:25][CH2:24][NH:23][CH2:22]4)[CH:3]=3)[N:9]=2)[CH:19]=[CH:18][CH:17]=[CH:16][CH:15]=1, predict the reactants needed to synthesize it. The reactants are: Cl[C:2]1[N:7]=[CH:6][N:5]=[C:4]([N:8]2[CH:12]=[N:11][C:10]([NH:13][C:14]3[CH:19]=[CH:18][CH:17]=[CH:16][CH:15]=3)=[N:9]2)[CH:3]=1.[NH2:20][C@H:21]1[CH2:26][CH2:25][CH2:24][N:23](C(OC(C)(C)C)=O)[CH2:22]1.CCN(C(C)C)C(C)C. (6) Given the product [CH2:1]([N:8]1[CH2:9][CH:10]=[C:11]([C:15]2[CH:20]=[CH:19][C:18]([CH2:21][CH2:22][OH:23])=[CH:17][CH:16]=2)[CH2:12][CH2:13]1)[C:2]1[CH:3]=[CH:4][CH:5]=[CH:6][CH:7]=1, predict the reactants needed to synthesize it. The reactants are: [CH2:1]([N:8]1[CH2:13][CH2:12][C:11]([C:15]2[CH:20]=[CH:19][C:18]([CH2:21][CH2:22][OH:23])=[CH:17][CH:16]=2)(O)[CH2:10][CH2:9]1)[C:2]1[CH:7]=[CH:6][CH:5]=[CH:4][CH:3]=1.C1(C)C=CC(S(O)(=O)=O)=CC=1.